Dataset: Catalyst prediction with 721,799 reactions and 888 catalyst types from USPTO. Task: Predict which catalyst facilitates the given reaction. (1) Reactant: [OH:1][CH2:2][C:3]([CH2:8][OH:9])([CH2:6][OH:7])[CH2:4][OH:5].[C:10]1([CH3:20])[CH:15]=[CH:14][C:13]([S:16](Cl)(=[O:18])=[O:17])=[CH:12][CH:11]=1.Cl. Product: [S:16]([O:1][CH2:2][C:3]([CH2:8][O:9][S:16]([C:13]1[CH:14]=[CH:15][C:10]([CH3:20])=[CH:11][CH:12]=1)(=[O:18])=[O:17])([CH2:6][O:7][S:16]([C:13]1[CH:14]=[CH:15][C:10]([CH3:20])=[CH:11][CH:12]=1)(=[O:18])=[O:17])[CH2:4][O:5][S:16]([C:13]1[CH:14]=[CH:15][C:10]([CH3:20])=[CH:11][CH:12]=1)(=[O:18])=[O:17])([C:13]1[CH:14]=[CH:15][C:10]([CH3:20])=[CH:11][CH:12]=1)(=[O:18])=[O:17]. The catalyst class is: 17. (2) Reactant: [ClH:1].[NH2:2][C@@H:3]1[CH2:8][CH2:7][CH2:6][N:5]([C:9]2[C:14]([Br:15])=[CH:13][N:12]=[C:11]3[NH:16][CH:17]=[C:18]([NH:19][C:20](=[O:27])[C:21]4[CH:26]=[CH:25][CH:24]=[N:23][CH:22]=4)[C:10]=23)[CH2:4]1.CCN(C(C)C)C(C)C.C(OC)(OC)OC.[CH:44](=O)[CH:45]([CH3:47])[CH3:46].[BH4-].[Na+]. The catalyst class is: 24. Product: [ClH:1].[Br:15][C:14]1[C:9]([N:5]2[CH2:6][CH2:7][CH2:8][C@@H:3]([NH:2][CH2:44][CH:45]([CH3:47])[CH3:46])[CH2:4]2)=[C:10]2[C:18]([NH:19][C:20](=[O:27])[C:21]3[CH:26]=[CH:25][CH:24]=[N:23][CH:22]=3)=[CH:17][NH:16][C:11]2=[N:12][CH:13]=1. (3) Reactant: C[C:2]1[C:10]([CH2:11]Cl)=[CH:9][C:8]([C:13](=[O:23])[N:14]([CH3:22])[CH2:15][C:16]2[S:17][CH:18]=[C:19]([CH3:21])[N:20]=2)=[CH:7][C:3]=1[C:4]([O-:6])=[O:5].[Cl-].[N-:25]=[N+:26]=[N-:27].[Na+].[CH3:29]C(C)=O. Product: [N:25]([CH2:11][C:10]1[CH:2]=[C:3]([CH:7]=[C:8]([C:13](=[O:23])[N:14]([CH3:22])[CH2:15][C:16]2[S:17][CH:18]=[C:19]([CH3:21])[N:20]=2)[CH:9]=1)[C:4]([O:6][CH3:29])=[O:5])=[N+:26]=[N-:27]. The catalyst class is: 6. (4) Reactant: [C:1]([OH:17])(=[O:16])[C:2]([C:10]1[CH:15]=[CH:14][CH:13]=[CH:12][CH:11]=1)([C:4]1[CH:9]=[CH:8][CH:7]=[CH:6][CH:5]=1)[OH:3].O1[B:23]([C@@H:24]([NH:29][C:30](=[O:43])[CH2:31][NH:32][C:33](=[O:42])[C:34]2[CH:39]=[C:38]([Cl:40])[CH:37]=[CH:36][C:35]=2[Cl:41])[CH2:25][CH:26]([CH3:28])[CH3:27])O[B:23]([C@@H:24]([NH:29][C:30](=[O:43])[CH2:31][NH:32][C:33](=[O:42])[C:34]2[CH:39]=[C:38]([Cl:40])[CH:37]=[CH:36][C:35]=2[Cl:41])[CH2:25][CH:26]([CH3:28])[CH3:27])O[B:23]1[C@@H:24]([NH:29][C:30](=[O:43])[CH2:31][NH:32][C:33](=[O:42])[C:34]1[CH:39]=[C:38]([Cl:40])[CH:37]=[CH:36][C:35]=1[Cl:41])[CH2:25][CH:26]([CH3:28])[CH3:27]. Product: [Cl:41][C:35]1[CH:36]=[CH:37][C:38]([Cl:40])=[CH:39][C:34]=1[C:33]([NH:32][CH2:31][C:30]([NH:29][C@H:24]([B:23]1[O:3][C:2]([C:10]2[CH:11]=[CH:12][CH:13]=[CH:14][CH:15]=2)([C:4]2[CH:9]=[CH:8][CH:7]=[CH:6][CH:5]=2)[C:1](=[O:17])[O:16]1)[CH2:25][CH:26]([CH3:28])[CH3:27])=[O:43])=[O:42]. The catalyst class is: 25. (5) Reactant: Cl[CH2:2][C:3]([NH:5][CH2:6][CH2:7][CH2:8][C:9]([NH:11][C:12]1[CH:13]=[C:14]2[C:19](=[CH:20][CH:21]=1)[N:18]=[CH:17][N:16]=[C:15]2[NH:22][C:23]1[CH:28]=[CH:27][C:26]([O:29][C:30]2[CH:31]=[N:32][C:33]([CH3:36])=[CH:34][CH:35]=2)=[C:25]([CH3:37])[CH:24]=1)=[O:10])=[O:4].[NH:38]1[CH2:43][CH2:42][O:41][CH2:40][CH2:39]1.C(=O)([O-])[O-].[K+].[K+]. Product: [CH3:37][C:25]1[CH:24]=[C:23]([NH:22][C:15]2[C:14]3[C:19](=[CH:20][CH:21]=[C:12]([NH:11][C:9](=[O:10])[CH2:8][CH2:7][CH2:6][NH:5][C:3](=[O:4])[CH2:2][N:38]4[CH2:43][CH2:42][O:41][CH2:40][CH2:39]4)[CH:13]=3)[N:18]=[CH:17][N:16]=2)[CH:28]=[CH:27][C:26]=1[O:29][C:30]1[CH:31]=[N:32][C:33]([CH3:36])=[CH:34][CH:35]=1. The catalyst class is: 18. (6) Product: [F:46][C:47]1[CH:48]=[C:49]([CH:88]=[CH:89][CH:90]=1)[CH2:50][N:51]1[CH:55]=[C:54]([C:56]2[C:64]3[C:59](=[N:60][CH:61]=[C:62]([C:65]4[CH:66]=[CH:67][C:68]([N:71]5[CH2:76][CH2:75][CH:74]([OH:77])[CH2:73][CH2:72]5)=[N:69][CH:70]=4)[CH:63]=3)[NH:58][CH:57]=2)[CH:53]=[N:52]1. Reactant: Cl.FC1C=C(C=CC=1)CN1C=C(C2C3C(=NC=C(C4C=CC(C5CCNCC5)=CC=4)C=3)N(S(C3C=CC(C)=CC=3)(=O)=O)C=2)C=N1.[F:46][C:47]1[CH:48]=[C:49]([CH:88]=[CH:89][CH:90]=1)[CH2:50][N:51]1[CH:55]=[C:54]([C:56]2[C:64]3[C:59](=[N:60][CH:61]=[C:62]([C:65]4[CH:66]=[CH:67][C:68]([N:71]5[CH2:76][CH2:75][CH:74]([OH:77])[CH2:73][CH2:72]5)=[N:69][CH:70]=4)[CH:63]=3)[N:58](S(C3C=CC(C)=CC=3)(=O)=O)[CH:57]=2)[CH:53]=[N:52]1.[OH-].[Li+]. The catalyst class is: 87. (7) Reactant: [Br:1][C:2]1[CH:3]=[C:4]([CH2:8][CH:9]([OH:12])[CH2:10]Cl)[CH:5]=[CH:6][CH:7]=1.[N-:13]=[N+:14]=[N-:15].[Na+].[Na+].[I-]. Product: [N:13]([CH2:10][CH:9]([OH:12])[CH2:8][C:4]1[CH:5]=[CH:6][CH:7]=[C:2]([Br:1])[CH:3]=1)=[N+:14]=[N-:15]. The catalyst class is: 215.